From a dataset of HIV replication inhibition screening data with 41,000+ compounds from the AIDS Antiviral Screen. Binary Classification. Given a drug SMILES string, predict its activity (active/inactive) in a high-throughput screening assay against a specified biological target. The result is 0 (inactive). The compound is CC(C)=C[Sb](Br)(C=C(C)C)(C=C(C)C)C=C(C)C.